This data is from Forward reaction prediction with 1.9M reactions from USPTO patents (1976-2016). The task is: Predict the product of the given reaction. Given the reactants [C:1]([C:3]1[N:4]=[C:5]([N:8]2[CH2:11][CH:10]([OH:12])[CH2:9]2)[S:6][CH:7]=1)#[N:2].[CH3:13][S:14](Cl)(=[O:16])=[O:15].C(N(CC)CC)C.CO, predict the reaction product. The product is: [C:1]([C:3]1[N:4]=[C:5]([N:8]2[CH2:11][CH:10]([O:12][S:14]([CH3:13])(=[O:16])=[O:15])[CH2:9]2)[S:6][CH:7]=1)#[N:2].